From a dataset of Catalyst prediction with 721,799 reactions and 888 catalyst types from USPTO. Predict which catalyst facilitates the given reaction. (1) Reactant: [OH:1][C@@H:2]1[CH2:6][CH2:5][NH:4][CH2:3]1.[C:7](O[C:7]([O:9][C:10]([CH3:13])([CH3:12])[CH3:11])=[O:8])([O:9][C:10]([CH3:13])([CH3:12])[CH3:11])=[O:8]. Product: [CH3:11][C:10]([O:9][C:7]([N:4]1[CH2:3][C@H:2]([OH:1])[CH2:6][CH2:5]1)=[O:8])([CH3:13])[CH3:12]. The catalyst class is: 5. (2) Reactant: CO[CH2:3][C:4]1[C:9]([CH2:10][CH3:11])=[CH:8][CH:7]=[CH:6][C:5]=1[N:12]1[C:16](=[O:17])[N:15]([CH3:18])[N:14]=[N:13]1.[BrH:19].C(O)(=O)C. Product: [Br:19][CH2:3][C:4]1[C:9]([CH2:10][CH3:11])=[CH:8][CH:7]=[CH:6][C:5]=1[N:12]1[C:16](=[O:17])[N:15]([CH3:18])[N:14]=[N:13]1. The catalyst class is: 15.